From a dataset of Catalyst prediction with 721,799 reactions and 888 catalyst types from USPTO. Predict which catalyst facilitates the given reaction. (1) Reactant: [F:1][C:2]([F:6])([F:5])[CH2:3][NH2:4].CN1CCN(C)C1=O.[CH:15]([C:19]1[C:20]([Br:28])=[N:21][C:22]([S:26][CH3:27])=[N:23][C:24]=1Br)([CH2:17][CH3:18])[CH3:16]. Product: [Br:28][C:20]1[N:21]=[C:22]([S:26][CH3:27])[N:23]=[C:24]([NH:4][CH2:3][C:2]([F:6])([F:5])[F:1])[C:19]=1[CH:15]([CH2:17][CH3:18])[CH3:16]. The catalyst class is: 6. (2) Reactant: [Cl:1][C:2]1[CH:3]=[C:4]([C:8]2[CH:9]=[C:10]3[C:15](=[CH:16][CH:17]=2)[NH:14][C:13](=O)[CH2:12][C:11]3([CH3:20])[CH3:19])[CH:5]=[CH:6][CH:7]=1.P12(SP3(SP(SP(S3)(S1)=S)(=S)S2)=S)=[S:22]. Product: [Cl:1][C:2]1[CH:3]=[C:4]([C:8]2[CH:9]=[C:10]3[C:15](=[CH:16][CH:17]=2)[NH:14][C:13](=[S:22])[CH2:12][C:11]3([CH3:20])[CH3:19])[CH:5]=[CH:6][CH:7]=1. The catalyst class is: 17. (3) Reactant: [NH:1]1[C:9]2[C:4](=[N:5][CH:6]=[CH:7][CH:8]=2)[CH:3]=[CH:2]1.C1N2CN3CN(C2)CN1C3.[C:20](O)(=[O:22])C. Product: [NH:1]1[C:9]2[C:4](=[N:5][CH:6]=[CH:7][CH:8]=2)[C:3]([CH:20]=[O:22])=[CH:2]1. The catalyst class is: 6. (4) Reactant: [CH2:1]([O:3][C:4]1[CH:5]=[N:6][C:7]([N:10]2[CH2:15][CH2:14][CH:13]([C@H:16]3[CH2:18][C@H:17]3[CH2:19][CH2:20][O:21][C:22]3[CH:27]=[C:26]([F:28])[C:25]([CH2:29][C:30]([OH:32])=O)=[C:24]([F:33])[CH:23]=3)[CH2:12][CH2:11]2)=[N:8][CH:9]=1)[CH3:2].[CH:35]1[CH:35]=[CH:36][C:37]2[N:42](O)N=[N:42][C:37]=2[CH:36]=1.O.CCN=C=NCCCN(C)C.Cl.N1CCC1. Product: [N:42]1([C:30](=[O:32])[CH2:29][C:25]2[C:26]([F:28])=[CH:27][C:22]([O:21][CH2:20][CH2:19][C@@H:17]3[CH2:18][C@@H:16]3[CH:13]3[CH2:12][CH2:11][N:10]([C:7]4[N:6]=[CH:5][C:4]([O:3][CH2:1][CH3:2])=[CH:9][N:8]=4)[CH2:15][CH2:14]3)=[CH:23][C:24]=2[F:33])[CH2:37][CH2:36][CH2:35]1. The catalyst class is: 91. (5) Reactant: [F:1][C:2]1[CH:9]=[CH:8][C:7]([Br:10])=[CH:6][C:3]=1[CH:4]=[O:5].[C:11]1([Mg]Br)[CH:16]=[CH:15][CH:14]=[CH:13][CH:12]=1. Product: [Br:10][C:7]1[CH:8]=[CH:9][C:2]([F:1])=[C:3]([CH:4]([C:11]2[CH:16]=[CH:15][CH:14]=[CH:13][CH:12]=2)[OH:5])[CH:6]=1. The catalyst class is: 7. (6) Reactant: [C:1]([O-:20])(=[O:19])[CH2:2][CH2:3][CH2:4][CH2:5][CH2:6][CH2:7][CH2:8]/[CH:9]=[CH:10]\[CH2:11]/[CH:12]=[CH:13]\[CH2:14][CH2:15][CH2:16][CH2:17][CH3:18]. Product: [C:1]([OH:20])(=[O:19])[CH2:2][CH2:3][CH2:4][CH2:5][CH2:6][CH2:7][CH2:8][CH2:9][CH2:10][CH2:11][CH2:12][CH2:13][CH2:14][CH2:15][CH2:16][CH2:17][CH3:18]. The catalyst class is: 610. (7) Reactant: [C:1]1([C:7](=O)[CH2:8][CH:9]([C:12]#[N:13])[C:10]#[N:11])[CH:6]=[CH:5][CH:4]=[CH:3][CH:2]=1.C(N(CC)CC)C.[NH2:22][C:23]1[CH:28]=[CH:27][CH:26]=[CH:25][C:24]=1[SH:29]. Product: [NH2:22][C:23]1[CH:28]=[CH:27][CH:26]=[CH:25][C:24]=1[S:29][C:10]1[NH:11][C:7]([C:1]2[CH:6]=[CH:5][CH:4]=[CH:3][CH:2]=2)=[CH:8][C:9]=1[C:12]#[N:13]. The catalyst class is: 5. (8) Reactant: [CH3:1][N:2]1[C:6]([C:7]2[C:11]([CH3:12])=[C:10]([NH2:13])[N:9]([C:14]3[CH:19]=[CH:18][CH:17]=[CH:16][CH:15]=3)[N:8]=2)=[CH:5][CH:4]=[N:3]1.[OH-].[Na+].Cl[C:23]([O:25][C:26]1[CH:31]=[CH:30][CH:29]=[CH:28][CH:27]=1)=[O:24]. Product: [CH3:1][N:2]1[C:6]([C:7]2[C:11]([CH3:12])=[C:10]([NH:13][C:23](=[O:24])[O:25][C:26]3[CH:31]=[CH:30][CH:29]=[CH:28][CH:27]=3)[N:9]([C:14]3[CH:19]=[CH:18][CH:17]=[CH:16][CH:15]=3)[N:8]=2)=[CH:5][CH:4]=[N:3]1. The catalyst class is: 25. (9) Reactant: [O:1]1[CH2:3][C@H:2]1[CH2:4]OS(C1C=CC=C([N+]([O-])=O)C=1)(=O)=O.[OH:18][C:19]1[CH:28]=[CH:27][CH:26]=[CH:25][C:20]=1[C:21]([NH:23][CH3:24])=[O:22].C([O-])([O-])=O.[Cs+].[Cs+]. Product: [CH3:24][NH:23][C:21](=[O:22])[C:20]1[CH:25]=[CH:26][CH:27]=[CH:28][C:19]=1[O:18][CH2:4][C@@H:2]1[CH2:3][O:1]1. The catalyst class is: 3. (10) Reactant: [Si]([O:8][C@H:9]([C:48]1[CH:53]=[CH:52][C:51]([OH:54])=[C:50]([NH:55][CH:56]=[O:57])[CH:49]=1)[CH2:10][NH:11][CH2:12][C:13]1[C:18]([CH3:19])=[CH:17][C:16]([NH:20][C:21]([CH2:23][CH2:24][N:25]2[CH2:30][CH2:29][CH:28]([O:31][C:32](=[O:46])[NH:33][C:34]3[CH:39]=[CH:38][CH:37]=[CH:36][C:35]=3[C:40]3[CH:45]=[CH:44][CH:43]=[CH:42][CH:41]=3)[CH2:27][CH2:26]2)=[O:22])=[C:15]([CH3:47])[CH:14]=1)(C(C)(C)C)(C)C.F.F.F.C(N(CC)CC)C. Product: [CH:56]([NH:55][C:50]1[CH:49]=[C:48]([C@@H:9]([OH:8])[CH2:10][NH:11][CH2:12][C:13]2[C:18]([CH3:19])=[CH:17][C:16]([NH:20][C:21]([CH2:23][CH2:24][N:25]3[CH2:30][CH2:29][CH:28]([O:31][C:32](=[O:46])[NH:33][C:34]4[CH:39]=[CH:38][CH:37]=[CH:36][C:35]=4[C:40]4[CH:45]=[CH:44][CH:43]=[CH:42][CH:41]=4)[CH2:27][CH2:26]3)=[O:22])=[C:15]([CH3:47])[CH:14]=2)[CH:53]=[CH:52][C:51]=1[OH:54])=[O:57]. The catalyst class is: 4.